Dataset: Catalyst prediction with 721,799 reactions and 888 catalyst types from USPTO. Task: Predict which catalyst facilitates the given reaction. (1) Reactant: [CH3:1][C:2]1[CH:7]=[CH:6][CH:5]=[CH:4][C:3]=1[CH2:8][C:9]([OH:11])=[O:10].O[C:13]1[C:20]([O:21][CH3:22])=[C:19]([O:23][CH3:24])[C:18]([N+:25]([O-:27])=[O:26])=[CH:17][C:14]=1[CH:15]=O.C1(P(Cl)(Cl)=O)C=CC=CC=1.C(N(CC)CC)C. Product: [CH3:24][O:23][C:19]1[C:20]([O:21][CH3:22])=[C:13]2[C:14]([CH:15]=[C:8]([C:3]3[CH:4]=[CH:5][CH:6]=[CH:7][C:2]=3[CH3:1])[C:9](=[O:11])[O:10]2)=[CH:17][C:18]=1[N+:25]([O-:27])=[O:26]. The catalyst class is: 26. (2) Reactant: CC1(C)C(C)(C)OB([C:9]2[CH:10]=[C:11]3[C:15](=[CH:16][CH:17]=2)[NH:14][CH:13]=[CH:12]3)O1.[Cl:19][C:20]1[N:24]=[C:23](Cl)[S:22][N:21]=1.O.C([O-])([O-])=O.[K+].[K+]. Product: [Cl:19][C:20]1[N:24]=[C:23]([C:9]2[CH:10]=[C:11]3[C:15](=[CH:16][CH:17]=2)[NH:14][CH:13]=[CH:12]3)[S:22][N:21]=1. The catalyst class is: 104.